This data is from Catalyst prediction with 721,799 reactions and 888 catalyst types from USPTO. The task is: Predict which catalyst facilitates the given reaction. Reactant: [F:1][C:2]([F:24])([F:23])[C:3]([NH:5][C:6]1[CH:7]=[C:8]([NH:12][C:13](=[O:22])[O:14][CH2:15][C:16]2[CH:21]=[CH:20][CH:19]=[CH:18][CH:17]=2)[CH:9]=[CH:10][CH:11]=1)=[O:4].[H-].[Na+].I[CH3:28]. Product: [F:1][C:2]([F:23])([F:24])[C:3]([N:5]([C:6]1[CH:7]=[C:8]([NH:12][C:13](=[O:22])[O:14][CH2:15][C:16]2[CH:21]=[CH:20][CH:19]=[CH:18][CH:17]=2)[CH:9]=[CH:10][CH:11]=1)[CH3:28])=[O:4]. The catalyst class is: 31.